From a dataset of Full USPTO retrosynthesis dataset with 1.9M reactions from patents (1976-2016). Predict the reactants needed to synthesize the given product. (1) Given the product [CH2:10]([O:11][C:12](=[O:14])[CH:13]=[C:3]1[CH2:7][CH2:6][CH2:5][CH2:4]1)[CH3:9], predict the reactants needed to synthesize it. The reactants are: [H-].[Na+].[C:3]1(=O)[CH2:7][CH2:6][CH2:5][CH2:4]1.[CH3:9][CH2:10][O:11][CH2:12][CH3:13].[OH2:14]. (2) Given the product [CH3:14][O:15][C:16]1[CH:21]=[CH:20][C:19]([C:2]2[CH:10]=[CH:9][CH:8]=[C:7]3[C:3]=2[CH:4]=[C:5]([C:11]([OH:13])=[O:12])[NH:6]3)=[CH:18][CH:17]=1, predict the reactants needed to synthesize it. The reactants are: Br[C:2]1[CH:10]=[CH:9][CH:8]=[C:7]2[C:3]=1[CH:4]=[C:5]([C:11]([OH:13])=[O:12])[NH:6]2.[CH3:14][O:15][C:16]1[CH:21]=[CH:20][C:19](B(O)O)=[CH:18][CH:17]=1.C([O-])([O-])=O.[Na+].[Na+].Cl. (3) Given the product [CH3:7][CH2:6][CH2:5][CH:4]([CH3:9])[CH3:8].[F:16][C:17]1[CH:22]=[CH:21][C:20]([CH2:23][CH2:24][OH:25])=[CH:19][C:18]=1[CH:29]=[O:30], predict the reactants needed to synthesize it. The reactants are: CC1(C)[CH2:7][CH2:6][CH2:5][C:4]([CH3:9])([CH3:8])N1.C([Li])CCC.[F:16][C:17]1[CH:22]=[CH:21][C:20]([CH2:23][CH2:24][OH:25])=[CH:19][CH:18]=1.CN([CH:29]=[O:30])C. (4) Given the product [O-:34][N+:6]1[C:7]2[C:2](=[CH:1][CH:10]=[CH:9][CH:8]=2)[C:3]2[N:13]3[CH2:14][CH2:15][CH2:16][N:17]([C:19]([O:21][C:22]([CH3:25])([CH3:24])[CH3:23])=[O:20])[CH2:18][C:12]3=[N:11][C:4]=2[CH:5]=1, predict the reactants needed to synthesize it. The reactants are: [CH:1]1[CH:10]=[CH:9][CH:8]=[C:7]2[C:2]=1[C:3]1[N:13]3[CH2:14][CH2:15][CH2:16][N:17]([C:19]([O:21][C:22]([CH3:25])([CH3:24])[CH3:23])=[O:20])[CH2:18][C:12]3=[N:11][C:4]=1[CH:5]=[N:6]2.C1C=C(Cl)C=C(C(OO)=[O:34])C=1. (5) The reactants are: [CH3:1][C:2]1[N:11]=[C:10]([NH:12][C:13]2[CH:18]=[CH:17][CH:16]=[C:15]([C:19]([F:22])([F:21])[F:20])[CH:14]=2)[C:9]2[C:4](=[C:5]([NH2:23])[CH:6]=[CH:7][CH:8]=2)[N:3]=1.[Cl:24][C:25]1[C:30]([C:31](O)=[O:32])=[C:29]([F:34])[C:28]([CH2:35][NH:36][C:37](=[O:42])[C:38]([CH3:41])([CH3:40])[CH3:39])=[CH:27][CH:26]=1.C(Cl)(=O)C(Cl)=O.CCN(C(C)C)C(C)C. Given the product [Cl:24][C:25]1[C:30]([C:31]([NH:23][C:5]2[CH:6]=[CH:7][CH:8]=[C:9]3[C:4]=2[N:3]=[C:2]([CH3:1])[N:11]=[C:10]3[NH:12][C:13]2[CH:18]=[CH:17][CH:16]=[C:15]([C:19]([F:22])([F:20])[F:21])[CH:14]=2)=[O:32])=[C:29]([F:34])[C:28]([CH2:35][NH:36][C:37](=[O:42])[C:38]([CH3:40])([CH3:39])[CH3:41])=[CH:27][CH:26]=1, predict the reactants needed to synthesize it. (6) Given the product [Br:15][C:12]1[S:11][C:10]([NH:9][C:5](=[O:7])[CH3:6])=[N:14][CH:13]=1, predict the reactants needed to synthesize it. The reactants are: C(O[C:5](=[O:7])[CH3:6])(=O)C.Br.[NH2:9][C:10]1[S:11][C:12]([Br:15])=[CH:13][N:14]=1.C(N(CC)CC)C.[OH-].[Na+]. (7) Given the product [CH3:1][O:2][C:3]1[CH:4]=[C:5]2[C:10](=[CH:11][C:12]=1[O:13][CH3:14])[N:9]=[CH:8][CH:7]=[C:6]2[O:15][C:16]1[CH:22]=[CH:21][C:19]([NH:20][C:35]([NH:51][CH:49]([C:46]2[S:47][CH:48]=[C:44]([CH3:43])[N:45]=2)[CH3:50])=[O:41])=[CH:18][C:17]=1[F:23], predict the reactants needed to synthesize it. The reactants are: [CH3:1][O:2][C:3]1[CH:4]=[C:5]2[C:10](=[CH:11][C:12]=1[O:13][CH3:14])[N:9]=[CH:8][CH:7]=[C:6]2[O:15][C:16]1[CH:22]=[CH:21][C:19]([NH2:20])=[CH:18][C:17]=1[F:23].C(N(CC)CC)C.ClC(Cl)(O[C:35](=[O:41])OC(Cl)(Cl)Cl)Cl.[CH3:43][C:44]1[N:45]=[C:46]([CH:49]([NH2:51])[CH3:50])[S:47][CH:48]=1.